From a dataset of Retrosynthesis with 50K atom-mapped reactions and 10 reaction types from USPTO. Predict the reactants needed to synthesize the given product. (1) The reactants are: Cc1c(C(=O)O)c2ccccc2[nH]c1=O.NNc1ccccc1. Given the product Cc1c(C(=O)NNc2ccccc2)c2ccccc2[nH]c1=O, predict the reactants needed to synthesize it. (2) Given the product OCc1cncc(Br)c1, predict the reactants needed to synthesize it. The reactants are: COC(=O)c1cncc(Br)c1. (3) Given the product COc1ccc(-c2cnc3c(n2)c(C#N)cn3S(=O)(=O)c2ccc(C)cc2)cc1OC, predict the reactants needed to synthesize it. The reactants are: COc1ccc(-c2cnc3c(n2)c(I)cn3S(=O)(=O)c2ccc(C)cc2)cc1OC.N#C[Cu]. (4) The reactants are: NNc1ccccc1.O=C(O)Cc1ccncc1. Given the product O=C(Cc1ccncc1)NNc1ccccc1, predict the reactants needed to synthesize it. (5) Given the product CC(C)Nc1nc2cc(C#N)ccc2[nH]1, predict the reactants needed to synthesize it. The reactants are: CC(C)N=C=S.N#Cc1ccc(N)c(N)c1. (6) Given the product COC(=O)c1cc(-c2cnn(C)c2)n(-c2ccc(Cl)nn2)n1, predict the reactants needed to synthesize it. The reactants are: COC(=O)C(=O)CC(=O)c1cnn(C)c1.NNc1ccc(Cl)nn1. (7) Given the product CCNC(=O)c1ccn(S(=O)(=O)c2ccc3c(c2)nc(C(C)(F)F)n3CC2CCOCC2)c1, predict the reactants needed to synthesize it. The reactants are: CC(F)(F)c1nc2cc(S(=O)(=O)Cl)ccc2n1CC1CCOCC1.CCNC(=O)c1cc[nH]c1. (8) Given the product CC(C)(C)OC(=O)N1CCC(OCCN2CCCC2)CC1, predict the reactants needed to synthesize it. The reactants are: CC(C)(C)OC(=O)N1CCC(OCC(=O)N2CCCC2)CC1. (9) Given the product Cn1nnc(-c2cc(F)cc(C(C3CN(C(c4ccc(Cl)cc4)c4cccc(C#N)c4)C3)C(C)(C)F)c2)n1, predict the reactants needed to synthesize it. The reactants are: Cn1nnc(-c2cc(F)cc(C(C3CNC3)C(C)(C)F)c2)n1.N#Cc1cccc(C(Br)c2ccc(Cl)cc2)c1. (10) Given the product CC(C)c1onc(-c2c(Cl)cccc2Cl)c1COc1ccc2cc(-c3cccc(C(=O)O)n3)ccc2c1, predict the reactants needed to synthesize it. The reactants are: COC(=O)c1cccc(-c2ccc3cc(OCc4c(-c5c(Cl)cccc5Cl)noc4C(C)C)ccc3c2)n1.